From a dataset of Forward reaction prediction with 1.9M reactions from USPTO patents (1976-2016). Predict the product of the given reaction. (1) The product is: [Cl:10][C:11]1[CH:12]=[N:13][CH:14]=[CH:15][C:16]=1[C:17]1[N:9]=[C:7]([OH:8])[C:3]2[S:4][CH:5]=[CH:6][C:2]=2[N:1]=1. Given the reactants [NH2:1][C:2]1[CH:6]=[CH:5][S:4][C:3]=1[C:7]([NH2:9])=[O:8].[Cl:10][C:11]1[CH:12]=[N:13][CH:14]=[CH:15][C:16]=1[CH:17]=O.Cl, predict the reaction product. (2) Given the reactants [F:1][C:2]1[C:7]([C:8]2[NH:12][CH:11]=[C:10]([CH:13]=[O:14])[CH:9]=2)=[CH:6][CH:5]=[CH:4][N:3]=1.[H-].[Na+].C1OCCOCCOCCOCCOC1.[F:32][C:33]1[CH:38]=[CH:37][CH:36]=[CH:35][C:34]=1[S:39](Cl)(=[O:41])=[O:40], predict the reaction product. The product is: [F:32][C:33]1[CH:38]=[CH:37][CH:36]=[CH:35][C:34]=1[S:39]([N:12]1[C:8]([C:7]2[C:2]([F:1])=[N:3][CH:4]=[CH:5][CH:6]=2)=[CH:9][C:10]([CH:13]=[O:14])=[CH:11]1)(=[O:41])=[O:40]. (3) Given the reactants [CH3:1][O:2][C:3](=[O:13])[C@H:4]([CH2:6][C:7]1[CH:12]=[CH:11][CH:10]=[CH:9][CH:8]=1)[NH2:5].C(N(CC)CC)C.[CH3:21][O:22][C:23]1[CH:28]=[C:27]([CH3:29])[C:26]([S:30](Cl)(=[O:32])=[O:31])=[C:25]([CH3:34])[C:24]=1[CH3:35], predict the reaction product. The product is: [CH3:1][O:2][C:3](=[O:13])[CH:4]([NH:5][S:30]([C:26]1[C:27]([CH3:29])=[CH:28][C:23]([O:22][CH3:21])=[C:24]([CH3:35])[C:25]=1[CH3:34])(=[O:32])=[O:31])[CH2:6][C:7]1[CH:12]=[CH:11][CH:10]=[CH:9][CH:8]=1. (4) Given the reactants NCC1C=NC=CC=1.[CH3:9][N:10]1[CH:14]=[C:13]([CH2:15][NH2:16])[CH:12]=[N:11]1.[F:17][C:18]1[CH:39]=[CH:38][C:21]([CH2:22][N:23]2[C:27](=[O:28])[N:26]([C:29]3[S:33][C:32]([C:34](O)=[O:35])=[C:31]([CH3:37])[CH:30]=3)[CH:25]=[N:24]2)=[CH:20][CH:19]=1, predict the reaction product. The product is: [F:17][C:18]1[CH:39]=[CH:38][C:21]([CH2:22][N:23]2[C:27](=[O:28])[N:26]([C:29]3[S:33][C:32]([C:34]([NH:16][CH2:15][C:13]4[CH:12]=[N:11][N:10]([CH3:9])[CH:14]=4)=[O:35])=[C:31]([CH3:37])[CH:30]=3)[CH:25]=[N:24]2)=[CH:20][CH:19]=1.